From a dataset of TCR-epitope binding with 47,182 pairs between 192 epitopes and 23,139 TCRs. Binary Classification. Given a T-cell receptor sequence (or CDR3 region) and an epitope sequence, predict whether binding occurs between them. (1) The epitope is WICLLQFAY. The TCR CDR3 sequence is CASSQTNSNEQFF. Result: 1 (the TCR binds to the epitope). (2) The epitope is KLGGALQAK. The TCR CDR3 sequence is CASSRGTGAFSGNTIYF. Result: 1 (the TCR binds to the epitope). (3) The epitope is ALLADKFPV. The TCR CDR3 sequence is CASSLDRQEYSTDTQYF. Result: 0 (the TCR does not bind to the epitope). (4) The epitope is QASQEVKNW. The TCR CDR3 sequence is CASRLGWEQFF. Result: 0 (the TCR does not bind to the epitope).